From a dataset of Catalyst prediction with 721,799 reactions and 888 catalyst types from USPTO. Predict which catalyst facilitates the given reaction. Reactant: [H-].[H-].[H-].[H-].[Li+].[Al+3].[F:7][C:8]1[CH:9]=[CH:10][C:11]2[O:16][CH2:15][CH2:14][N:13]([N:17]=O)[C:12]=2[CH:19]=1. Product: [F:7][C:8]1[CH:9]=[CH:10][C:11]2[O:16][CH2:15][CH2:14][N:13]([NH2:17])[C:12]=2[CH:19]=1. The catalyst class is: 1.